From a dataset of NCI-60 drug combinations with 297,098 pairs across 59 cell lines. Regression. Given two drug SMILES strings and cell line genomic features, predict the synergy score measuring deviation from expected non-interaction effect. (1) Drug 2: C1=C(C(=O)NC(=O)N1)F. Drug 1: CC1C(C(CC(O1)OC2CC(CC3=C2C(=C4C(=C3O)C(=O)C5=C(C4=O)C(=CC=C5)OC)O)(C(=O)CO)O)N)O.Cl. Cell line: A498. Synergy scores: CSS=14.1, Synergy_ZIP=-1.44, Synergy_Bliss=-3.52, Synergy_Loewe=-3.06, Synergy_HSA=-2.77. (2) Drug 1: CC(C)NC(=O)C1=CC=C(C=C1)CNNC.Cl. Drug 2: CC1=C(C(=O)C2=C(C1=O)N3CC4C(C3(C2COC(=O)N)OC)N4)N. Cell line: RPMI-8226. Synergy scores: CSS=16.4, Synergy_ZIP=-1.50, Synergy_Bliss=2.09, Synergy_Loewe=1.74, Synergy_HSA=1.86. (3) Drug 1: CN(CCCl)CCCl.Cl. Drug 2: COCCOC1=C(C=C2C(=C1)C(=NC=N2)NC3=CC=CC(=C3)C#C)OCCOC.Cl. Cell line: UACC-257. Synergy scores: CSS=3.36, Synergy_ZIP=-1.03, Synergy_Bliss=2.40, Synergy_Loewe=-1.30, Synergy_HSA=0.697. (4) Drug 1: C1=CC(=CC=C1C#N)C(C2=CC=C(C=C2)C#N)N3C=NC=N3. Drug 2: CCC1(CC2CC(C3=C(CCN(C2)C1)C4=CC=CC=C4N3)(C5=C(C=C6C(=C5)C78CCN9C7C(C=CC9)(C(C(C8N6C=O)(C(=O)OC)O)OC(=O)C)CC)OC)C(=O)OC)O.OS(=O)(=O)O. Cell line: MCF7. Synergy scores: CSS=2.74, Synergy_ZIP=-4.07, Synergy_Bliss=-3.67, Synergy_Loewe=-19.3, Synergy_HSA=-8.30. (5) Drug 1: C1C(C(OC1N2C=C(C(=O)NC2=O)F)CO)O. Drug 2: CCC1(C2=C(COC1=O)C(=O)N3CC4=CC5=C(C=CC(=C5CN(C)C)O)N=C4C3=C2)O.Cl. Cell line: NCI-H322M. Synergy scores: CSS=7.57, Synergy_ZIP=-3.22, Synergy_Bliss=1.35, Synergy_Loewe=-3.39, Synergy_HSA=-2.91. (6) Drug 1: C1CN1P(=S)(N2CC2)N3CC3. Drug 2: C1=NC2=C(N=C(N=C2N1C3C(C(C(O3)CO)O)O)F)N. Cell line: KM12. Synergy scores: CSS=11.9, Synergy_ZIP=3.83, Synergy_Bliss=6.66, Synergy_Loewe=-9.33, Synergy_HSA=-0.122.